This data is from Full USPTO retrosynthesis dataset with 1.9M reactions from patents (1976-2016). The task is: Predict the reactants needed to synthesize the given product. (1) Given the product [CH3:1][O:2][C:3]1[CH:4]=[C:5]([S:11]([N:14]2[CH2:20][CH2:19][CH2:18][N:17]([S:36]([C:33]3[CH:34]=[CH:35][C:30]([O:29][CH3:28])=[C:31]([O:40][C:41]([F:42])([F:43])[F:44])[CH:32]=3)(=[O:38])=[O:37])[CH2:16][CH2:15]2)(=[O:13])=[O:12])[CH:6]=[CH:7][C:8]=1[O:9][CH3:10], predict the reactants needed to synthesize it. The reactants are: [CH3:1][O:2][C:3]1[CH:4]=[C:5]([S:11]([N:14]2[CH2:20][CH2:19][CH2:18][NH:17][CH2:16][CH2:15]2)(=[O:13])=[O:12])[CH:6]=[CH:7][C:8]=1[O:9][CH3:10].C(N(CC)CC)C.[CH3:28][O:29][C:30]1[CH:35]=[CH:34][C:33]([S:36](Cl)(=[O:38])=[O:37])=[CH:32][C:31]=1[O:40][C:41]([F:44])([F:43])[F:42]. (2) Given the product [C:15]([C:11]1[CH:12]=[CH:13][C:14]2[N:9]([C:8]([S:17][C:18]3[CH:19]=[CH:20][C:21]([S:24]([N:27]4[CH2:32][CH2:31][N:30]([CH3:33])[CH2:29][CH2:28]4)(=[O:25])=[O:26])=[CH:22][CH:23]=3)=[C:7]([CH3:34])[C:6]=2[CH2:5][C:4]([OH:35])=[O:3])[CH:10]=1)#[N:16], predict the reactants needed to synthesize it. The reactants are: C([O:3][C:4](=[O:35])[CH2:5][C:6]1[C:7]([CH3:34])=[C:8]([S:17][C:18]2[CH:23]=[CH:22][C:21]([S:24]([N:27]3[CH2:32][CH2:31][N:30]([CH3:33])[CH2:29][CH2:28]3)(=[O:26])=[O:25])=[CH:20][CH:19]=2)[N:9]2[C:14]=1[CH:13]=[CH:12][C:11]([C:15]#[N:16])=[CH:10]2)C.[OH-].[Li+]. (3) Given the product [Cl:26][C:21]1[CH:22]=[CH:23][CH:24]=[CH:25][C:20]=1[CH:18]([O:17][C:16]([NH:15][C:14]1[C:10]([C:7]2[CH:8]=[CH:9][C:4]([CH2:3][CH2:2][S:30][CH2:29][C:28]([O:32][CH3:33])=[O:31])=[CH:5][CH:6]=2)=[N:11][O:12][CH:13]=1)=[O:27])[CH3:19], predict the reactants needed to synthesize it. The reactants are: Cl[CH2:2][CH2:3][C:4]1[CH:9]=[CH:8][C:7]([C:10]2[C:14]([NH:15][C:16](=[O:27])[O:17][CH:18]([C:20]3[CH:25]=[CH:24][CH:23]=[CH:22][C:21]=3[Cl:26])[CH3:19])=[CH:13][O:12][N:11]=2)=[CH:6][CH:5]=1.[C:28]([O:32][CH3:33])(=[O:31])[CH2:29][SH:30].C(N(CC)CC)C. (4) The reactants are: Cl[C:2]1[CH:3]=[C:4]([C:9]2[N:13]3[C:14]4[N:22]=[C:21]([O:23][CH3:24])[CH:20]=[CH:19][C:15]=4[N:16]=[C:17]([CH3:18])[C:12]3=[C:11]([CH3:25])[N:10]=2)[CH:5]=[C:6](Cl)[CH:7]=1.[F:26][C:27]([F:39])([F:38])[O:28]C1C=CC=CC=1B(O)O.C([O-])([O-])=O.[K+].[K+]. Given the product [CH3:24][O:23][C:21]1[CH:20]=[CH:19][C:15]2[N:16]=[C:17]([CH3:18])[C:12]3[N:13]([C:9]([C:4]4[CH:5]=[CH:6][CH:7]=[CH:2][C:3]=4[O:28][C:27]([F:39])([F:38])[F:26])=[N:10][C:11]=3[CH3:25])[C:14]=2[N:22]=1, predict the reactants needed to synthesize it. (5) Given the product [Cl:13][C:14]1[CH:19]=[CH:18][C:17]([C:2]2[C:7]3=[N:8][C:9]([CH3:12])=[CH:10][N:11]=[C:6]3[CH:5]=[N:4][CH:3]=2)=[CH:16][CH:15]=1, predict the reactants needed to synthesize it. The reactants are: Br[C:2]1[C:7]2=[N:8][C:9]([CH3:12])=[CH:10][N:11]=[C:6]2[CH:5]=[N:4][CH:3]=1.[Cl:13][C:14]1[CH:19]=[CH:18][C:17](B(O)O)=[CH:16][CH:15]=1.C(=O)([O-])[O-].[Cs+].[Cs+].O1CCOCC1. (6) The reactants are: [C:1]([C:3]1[CH:4]=[C:5]([CH:13]=[C:14]([F:16])[CH:15]=1)[C:6]([O:8][C:9]([CH3:12])([CH3:11])[CH3:10])=[O:7])#[N:2].CO.O.[BH4-].[Na+]. Given the product [NH2:2][CH2:1][C:3]1[CH:4]=[C:5]([CH:13]=[C:14]([F:16])[CH:15]=1)[C:6]([O:8][C:9]([CH3:12])([CH3:11])[CH3:10])=[O:7], predict the reactants needed to synthesize it. (7) Given the product [F:19][C:18]([F:21])([F:20])[C:15]1[CH:16]=[CH:17][C:12]([O:11][C:8]2[CH:9]=[CH:10][C:5]([O:4][C:2]([N:23]3[CH2:24][CH2:25][CH:26]([N:29]4[CH2:33][CH2:32][CH2:31][C:30]4=[O:34])[CH2:27][CH2:28]3)=[O:3])=[CH:6][CH:7]=2)=[N:13][CH:14]=1, predict the reactants needed to synthesize it. The reactants are: Cl[C:2]([O:4][C:5]1[CH:10]=[CH:9][C:8]([O:11][C:12]2[CH:17]=[CH:16][C:15]([C:18]([F:21])([F:20])[F:19])=[CH:14][N:13]=2)=[CH:7][CH:6]=1)=[O:3].Cl.[NH:23]1[CH2:28][CH2:27][CH:26]([N:29]2[CH2:33][CH2:32][CH2:31][C:30]2=[O:34])[CH2:25][CH2:24]1. (8) Given the product [CH:14]([NH:13][C:11]([C:10]1[C:4]2[C:5](=[N:6][CH:7]=[C:2]([C:28]3[C:29]4[CH2:33][CH2:32][CH2:31][C:30]=4[N:26]([CH3:25])[N:27]=3)[N:3]=2)[N:8]([CH2:17][O:18][CH2:19][CH2:20][Si:21]([CH3:24])([CH3:23])[CH3:22])[CH:9]=1)=[O:12])([CH3:16])[CH3:15], predict the reactants needed to synthesize it. The reactants are: Br[C:2]1[N:3]=[C:4]2[C:10]([C:11]([NH:13][CH:14]([CH3:16])[CH3:15])=[O:12])=[CH:9][N:8]([CH2:17][O:18][CH2:19][CH2:20][Si:21]([CH3:24])([CH3:23])[CH3:22])[C:5]2=[N:6][CH:7]=1.[CH3:25][N:26]1[C:30]2[CH2:31][CH2:32][CH2:33][C:29]=2[C:28]([Sn](CCCC)(CCCC)CCCC)=[N:27]1. (9) Given the product [CH3:17][O:18][C:19]([C:21]1[N:22]([C:2]2[CH:7]=[CH:6][C:5]([N:8]3[CH2:13][CH2:12][O:11][CH2:10][CH2:9]3)=[CH:4][C:3]=2[N+:14]([O-:16])=[O:15])[CH:23]=[C:24]([C:26]2[CH:31]=[CH:30][CH:29]=[CH:28][CH:27]=2)[CH:25]=1)=[O:20], predict the reactants needed to synthesize it. The reactants are: F[C:2]1[CH:7]=[CH:6][C:5]([N:8]2[CH2:13][CH2:12][O:11][CH2:10][CH2:9]2)=[CH:4][C:3]=1[N+:14]([O-:16])=[O:15].[CH3:17][O:18][C:19]([C:21]1[NH:22][CH:23]=[C:24]([C:26]2[CH:31]=[CH:30][CH:29]=[CH:28][CH:27]=2)[CH:25]=1)=[O:20].C(=O)([O-])[O-].[Cs+].[Cs+].